This data is from NCI-60 drug combinations with 297,098 pairs across 59 cell lines. The task is: Regression. Given two drug SMILES strings and cell line genomic features, predict the synergy score measuring deviation from expected non-interaction effect. (1) Drug 1: C(=O)(N)NO. Drug 2: CC(C)(C#N)C1=CC(=CC(=C1)CN2C=NC=N2)C(C)(C)C#N. Cell line: SF-295. Synergy scores: CSS=3.00, Synergy_ZIP=-0.641, Synergy_Bliss=1.10, Synergy_Loewe=0.235, Synergy_HSA=-0.567. (2) Drug 1: C1=CC(=CC=C1C#N)C(C2=CC=C(C=C2)C#N)N3C=NC=N3. Drug 2: CCC1=C2CN3C(=CC4=C(C3=O)COC(=O)C4(CC)O)C2=NC5=C1C=C(C=C5)O. Cell line: HCT116. Synergy scores: CSS=42.7, Synergy_ZIP=-2.76, Synergy_Bliss=-5.72, Synergy_Loewe=-61.5, Synergy_HSA=-5.83. (3) Drug 1: CCC1=CC2CC(C3=C(CN(C2)C1)C4=CC=CC=C4N3)(C5=C(C=C6C(=C5)C78CCN9C7C(C=CC9)(C(C(C8N6C)(C(=O)OC)O)OC(=O)C)CC)OC)C(=O)OC.C(C(C(=O)O)O)(C(=O)O)O. Drug 2: CC1C(C(CC(O1)OC2CC(CC3=C2C(=C4C(=C3O)C(=O)C5=C(C4=O)C(=CC=C5)OC)O)(C(=O)C)O)N)O.Cl. Cell line: ACHN. Synergy scores: CSS=55.7, Synergy_ZIP=14.3, Synergy_Bliss=15.9, Synergy_Loewe=15.7, Synergy_HSA=18.3. (4) Drug 1: CCC1=CC2CC(C3=C(CN(C2)C1)C4=CC=CC=C4N3)(C5=C(C=C6C(=C5)C78CCN9C7C(C=CC9)(C(C(C8N6C)(C(=O)OC)O)OC(=O)C)CC)OC)C(=O)OC.C(C(C(=O)O)O)(C(=O)O)O. Drug 2: C1=CC(=CC=C1C#N)C(C2=CC=C(C=C2)C#N)N3C=NC=N3. Cell line: PC-3. Synergy scores: CSS=15.4, Synergy_ZIP=0.651, Synergy_Bliss=1.41, Synergy_Loewe=-27.6, Synergy_HSA=1.10. (5) Drug 1: C1CC(C1)(C(=O)O)C(=O)O.[NH2-].[NH2-].[Pt+2]. Drug 2: CCC1(C2=C(COC1=O)C(=O)N3CC4=CC5=C(C=CC(=C5CN(C)C)O)N=C4C3=C2)O.Cl. Cell line: IGROV1. Synergy scores: CSS=33.6, Synergy_ZIP=1.76, Synergy_Bliss=4.89, Synergy_Loewe=-10.1, Synergy_HSA=6.87. (6) Drug 1: CNC(=O)C1=CC=CC=C1SC2=CC3=C(C=C2)C(=NN3)C=CC4=CC=CC=N4. Drug 2: C1CNP(=O)(OC1)N(CCCl)CCCl. Cell line: K-562. Synergy scores: CSS=55.0, Synergy_ZIP=-2.96, Synergy_Bliss=-6.20, Synergy_Loewe=-47.5, Synergy_HSA=-5.74. (7) Drug 1: CS(=O)(=O)OCCCCOS(=O)(=O)C. Drug 2: CC1C(C(CC(O1)OC2CC(CC3=C2C(=C4C(=C3O)C(=O)C5=C(C4=O)C(=CC=C5)OC)O)(C(=O)CO)O)N)O.Cl. Cell line: UO-31. Synergy scores: CSS=45.0, Synergy_ZIP=-5.46, Synergy_Bliss=-5.56, Synergy_Loewe=-27.9, Synergy_HSA=-4.82.